Predict the product of the given reaction. From a dataset of Forward reaction prediction with 1.9M reactions from USPTO patents (1976-2016). (1) Given the reactants C[C:2]([CH3:5])=CN.[CH2:6]([O:8][C:9](C1C(C=O)=NNC=1)=O)C.[CH3:18][O-:19].[Na+].[CH3:21][OH:22], predict the reaction product. The product is: [CH3:18][O:19][CH:6]([O:8][CH3:9])[C:21](=[O:22])[CH:2]=[CH2:5]. (2) Given the reactants C(OC(=O)[NH:7][C:8]1[CH:13]=[CH:12][CH:11]=[C:10]([O:14][C:15]2C(C(=O)NC3C=CC=CC=3)=CN=C(S(C)(=O)=O)N=2)[CH:9]=1)(C)(C)C.[N-]=[N+]=[N-].[Na+], predict the reaction product. The product is: [CH3:15][O:14][C:10]1[CH:9]=[C:8]([CH:13]=[CH:12][CH:11]=1)[NH2:7]. (3) Given the reactants ClC1C=CC=C(C(OO)=O)C=1.[N:12]1([C:18]([N:20]2[CH2:25][CH2:24][CH:23]([NH:26][C:27](=[O:33])[O:28][C:29]([CH3:32])([CH3:31])[CH3:30])[CH2:22][CH2:21]2)=[O:19])[CH2:17][CH2:16]S[CH2:14][CH2:13]1.[S:34]([O-:38])([O-])(=[O:36])=S.[Na+].[Na+], predict the reaction product. The product is: [O:36]=[S:34]1(=[O:38])[CH2:14][CH2:13][N:12]([C:18]([N:20]2[CH2:21][CH2:22][CH:23]([NH:26][C:27](=[O:33])[O:28][C:29]([CH3:30])([CH3:32])[CH3:31])[CH2:24][CH2:25]2)=[O:19])[CH2:17][CH2:16]1.